Dataset: Reaction yield outcomes from USPTO patents with 853,638 reactions. Task: Predict the reaction yield, written as a fraction of the theoretical maximum amount of product (1.0 means a 100% yield; for example, 0.34 means a 34% yield). The reactants are [CH2:1]([O:5][C:6]1[CH:11]=[CH:10][C:9]([S:12][C:13]2[CH:18]=[CH:17][C:16]([O:19][CH2:20][CH2:21][CH2:22][CH3:23])=[CH:15][CH:14]=2)=[CH:8][CH:7]=1)[CH2:2][CH2:3][CH3:4].OO.O.O.O.O.O.S([O-])([O-])(=[O:33])=S.[Na+].[Na+].O. The catalyst is C(O)(=O)C. The product is [CH2:20]([O:19][C:16]1[CH:15]=[CH:14][C:13]([S:12]([C:9]2[CH:10]=[CH:11][C:6]([O:5][CH2:1][CH2:2][CH2:3][CH3:4])=[CH:7][CH:8]=2)=[O:33])=[CH:18][CH:17]=1)[CH2:21][CH2:22][CH3:23]. The yield is 0.900.